From a dataset of Reaction yield outcomes from USPTO patents with 853,638 reactions. Predict the reaction yield, written as a fraction of the theoretical maximum amount of product (1.0 means a 100% yield; for example, 0.34 means a 34% yield). (1) The reactants are [CH3:1][O:2][C:3](=[O:14])[C:4]1[CH:9]=[CH:8][C:7]([CH:10]=[O:11])=[C:6]([O:12][CH3:13])[CH:5]=1.O.CC(=CC)C.[O-:21]Cl=O.[Na+]. The catalyst is C(O)(C)(C)C.C(Cl)Cl. The product is [CH3:1][O:2][C:3](=[O:14])[C:4]1[CH:9]=[CH:8][C:7]([C:10]([OH:21])=[O:11])=[C:6]([O:12][CH3:13])[CH:5]=1. The yield is 0.470. (2) The reactants are [CH3:1][O:2][C:3](=[O:21])[CH2:4][CH:5]([NH2:20])[C:6]1[CH:11]=[CH:10][C:9]([O:12][CH:13]([F:15])[F:14])=[C:8]([O:16][CH:17]([F:19])[F:18])[CH:7]=1.C(N(CC)CC)C.C[O:30][C:31](=O)[C:32]1[C:37]([NH:38][C:39]([CH:41]2[CH2:43][CH2:42]2)=[O:40])=[CH:36][CH:35]=[C:34]([Cl:44])[C:33]=1[CH2:45]Br. The catalyst is CN(C=O)C. The product is [CH3:1][O:2][C:3](=[O:21])[CH2:4][CH:5]([C:6]1[CH:11]=[CH:10][C:9]([O:12][CH:13]([F:15])[F:14])=[C:8]([O:16][CH:17]([F:18])[F:19])[CH:7]=1)[N:20]1[CH2:45][C:33]2[C:32](=[C:37]([NH:38][C:39]([CH:41]3[CH2:43][CH2:42]3)=[O:40])[CH:36]=[CH:35][C:34]=2[Cl:44])[C:31]1=[O:30]. The yield is 0.170. (3) The reactants are [F:1][C:2]([F:7])([F:6])[C:3]([OH:5])=[O:4].[CH3:8][N:9]([CH2:11][C:12]1[S:13][CH:14]=[C:15]([C:17]2[CH:18]=[C:19]3[C:23](=[C:24]([C:26]([NH2:28])=[O:27])[CH:25]=2)[NH:22][CH:21]=[C:20]3[CH:29]2[CH2:34][CH2:33][N:32]([S:35]([CH2:38][CH3:39])(=[O:37])=[O:36])[CH2:31][CH2:30]2)[N:16]=1)[CH3:10].[CH3:40]NC. The product is [F:1][C:2]([F:7])([F:6])[C:3]([OH:5])=[O:4].[CH2:10]([N:9]([CH2:11][C:12]1[S:13][CH:14]=[C:15]([C:17]2[CH:18]=[C:19]3[C:23](=[C:24]([C:26]([NH2:28])=[O:27])[CH:25]=2)[NH:22][CH:21]=[C:20]3[CH:29]2[CH2:34][CH2:33][N:32]([S:35]([CH2:38][CH3:39])(=[O:37])=[O:36])[CH2:31][CH2:30]2)[N:16]=1)[CH3:8])[CH3:40]. No catalyst specified. The yield is 0.604.